From a dataset of Full USPTO retrosynthesis dataset with 1.9M reactions from patents (1976-2016). Predict the reactants needed to synthesize the given product. (1) Given the product [CH3:6][O:7][C:8](=[C:2]([C:1]#[N:5])[C:3]#[N:4])[CH2:9][CH3:10], predict the reactants needed to synthesize it. The reactants are: [C:1](#[N:5])[CH2:2][C:3]#[N:4].[CH3:6][O:7][C:8](OC)(OC)[CH2:9][CH3:10]. (2) Given the product [CH3:14][O:15][CH:16]([O:26][CH3:27])[C:17]1[CH:18]=[C:19]([Br:25])[C:20]([CH2:24][OH:4])=[N:21][CH:22]=1, predict the reactants needed to synthesize it. The reactants are: FC(F)(F)C(OC(=O)C(F)(F)F)=[O:4].[CH3:14][O:15][CH:16]([O:26][CH3:27])[C:17]1[CH:18]=[C:19]([Br:25])[C:20]([CH3:24])=[N+:21]([O-])[CH:22]=1.CO.C([O-])([O-])=O.[Na+].[Na+]. (3) Given the product [Cl:8][C:9]1[CH:10]=[C:11]([CH2:16][CH2:17][C@H:18]([NH:7][S@:5]([C:2]([CH3:4])([CH3:3])[CH3:1])=[O:6])[CH3:19])[CH:12]=[CH:13][C:14]=1[Cl:15], predict the reactants needed to synthesize it. The reactants are: [CH3:1][C:2]([S@@:5]([NH2:7])=[O:6])([CH3:4])[CH3:3].[Cl:8][C:9]1[CH:10]=[C:11]([CH2:16][CH2:17][C:18](=O)[CH3:19])[CH:12]=[CH:13][C:14]=1[Cl:15].CCC(C)[BH-](C(C)CC)C(C)CC.[Li+].CO. (4) The reactants are: I[C:2]1[C:10]2[C:5](=[CH:6][N:7]=[C:8]([C:11]3[CH:12]=[N:13][CH:14]=[CH:15][CH:16]=3)[CH:9]=2)[N:4]([CH2:17][O:18][CH2:19][CH2:20][Si:21]([CH3:24])([CH3:23])[CH3:22])[N:3]=1.[F:25][C:26]1[CH:31]=[CH:30][CH:29]=[C:28]([Sn](CCCC)(CCCC)CCCC)[N:27]=1.[Li+].[Cl-]. Given the product [F:25][C:26]1[N:27]=[C:28]([C:2]2[C:10]3[C:5](=[CH:6][N:7]=[C:8]([C:11]4[CH:12]=[N:13][CH:14]=[CH:15][CH:16]=4)[CH:9]=3)[N:4]([CH2:17][O:18][CH2:19][CH2:20][Si:21]([CH3:24])([CH3:23])[CH3:22])[N:3]=2)[CH:29]=[CH:30][CH:31]=1, predict the reactants needed to synthesize it. (5) Given the product [F:14][C:11]1[CH:12]=[CH:13][C:8]([C:5]2[CH:6]=[CH:7][C:2]([NH:15][C:16]3[N:17]([CH3:21])[N:18]=[CH:19][CH:20]=3)=[CH:3][CH:4]=2)=[CH:9][CH:10]=1, predict the reactants needed to synthesize it. The reactants are: Br[C:2]1[CH:7]=[CH:6][C:5]([C:8]2[CH:13]=[CH:12][C:11]([F:14])=[CH:10][CH:9]=2)=[CH:4][CH:3]=1.[NH2:15][C:16]1[N:17]([CH3:21])[N:18]=[CH:19][CH:20]=1.CC(C)([O-])C.[Na+].C1C=CC(P(C2C(C3C(P(C4C=CC=CC=4)C4C=CC=CC=4)=CC=C4C=3C=CC=C4)=C3C(C=CC=C3)=CC=2)C2C=CC=CC=2)=CC=1. (6) Given the product [CH:35]1([CH2:39][O:38][C:6]2[C:7]([F:11])=[CH:8][CH:9]=[CH:10][C:5]=2[C:19]([C@@H:21]2[CH2:26][CH2:25][CH2:24][N:23]([C:27]([O:29][C:30]([CH3:31])([CH3:32])[CH3:33])=[O:28])[CH2:22]2)=[O:20])[CH2:36][CH2:37]1, predict the reactants needed to synthesize it. The reactants are: [Mg].II.Br[C:5]1[CH:10]=[CH:9][CH:8]=[C:7]([F:11])[C:6]=1CC1CC1.CON(C)[C:19]([C@@H:21]1[CH2:26][CH2:25][CH2:24][N:23]([C:27]([O:29][C:30]([CH3:33])([CH3:32])[CH3:31])=[O:28])[CH2:22]1)=[O:20].[CH2:35]1[CH2:39][O:38][CH2:37][CH2:36]1.